Dataset: Reaction yield outcomes from USPTO patents with 853,638 reactions. Task: Predict the reaction yield, written as a fraction of the theoretical maximum amount of product (1.0 means a 100% yield; for example, 0.34 means a 34% yield). (1) The reactants are [C:1]([N:9]([CH2:11][C:12]1[CH:13]=[C:14]([C:18]2[CH:23]=[CH:22][C:21]([CH2:24][CH:25]([CH3:31])[C:26]([O:28]CC)=[O:27])=[CH:20][CH:19]=2)[CH:15]=[CH:16][CH:17]=1)[CH3:10])(=[O:8])[C:2]1[CH:7]=[CH:6][CH:5]=[CH:4][CH:3]=1.[OH-].[Na+].C1COCC1.Cl. The catalyst is O.CO. The product is [CH3:31][CH:25]([CH2:24][C:21]1[CH:20]=[CH:19][C:18]([C:14]2[CH:15]=[CH:16][CH:17]=[C:12]([CH2:11][N:9]([CH3:10])[C:1]([C:2]3[CH:7]=[CH:6][CH:5]=[CH:4][CH:3]=3)=[O:8])[CH:13]=2)=[CH:23][CH:22]=1)[C:26]([OH:28])=[O:27]. The yield is 0.900. (2) The catalyst is O. The product is [N:1]1([CH:7]2[CH2:8][CH2:9][CH:10]([C:13]([OH:15])=[O:14])[CH2:11][CH2:12]2)[CH2:5][CH2:4][CH2:3][C:2]1=[O:6]. The yield is 0.580. The reactants are [N:1]1([CH:7]2[CH2:12][CH2:11][CH:10]([C:13]([O:15]CC)=[O:14])[CH2:9][CH2:8]2)[CH2:5][CH2:4][CH2:3][C:2]1=[O:6].C(O)C.[O-]CC.[Na+]. (3) The reactants are CS[C:3]1[CH:8]=[CH:7][C:6]([CH:9]([C:17]2[NH:18][C:19]([C:22]3[CH:27]=[CH:26][CH:25]=[CH:24][N:23]=3)=[CH:20][CH:21]=2)[CH2:10][CH:11]2[CH2:16][CH2:15][O:14][CH2:13][CH2:12]2)=[CH:5][N:4]=1.O1CCC[CH2:29]1.O[O:34][S:35]([O-:37])=O.[K+].C(=O)([O-])O.[Na+]. The catalyst is O.CO. The product is [CH3:29][S:35]([C:3]1[CH:8]=[CH:7][C:6]([CH:9]([C:17]2[NH:18][C:19]([C:22]3[CH:27]=[CH:26][CH:25]=[CH:24][N:23]=3)=[CH:20][CH:21]=2)[CH2:10][CH:11]2[CH2:16][CH2:15][O:14][CH2:13][CH2:12]2)=[CH:5][N:4]=1)(=[O:37])=[O:34]. The yield is 0.510.